From a dataset of Forward reaction prediction with 1.9M reactions from USPTO patents (1976-2016). Predict the product of the given reaction. Given the reactants F[C:2]1[CH:3]=[C:4]([C:9]2[O:13][N:12]=[C:11]([C:14]([N:16]3[CH2:21][C@H:20]([CH2:22][CH:23]([CH3:25])[CH3:24])[NH:19][C:18](=[O:26])[C@@H:17]3[CH2:27][CH:28]([CH3:30])[CH3:29])=[O:15])[CH:10]=2)[CH:5]=[CH:6][C:7]=1[F:8].C([C@@H]1NC[C@H](CC(C)C)NC1=O)C(C)C.FC1C=CC(C2ON=C(C(O)=O)C=2)=CC=1, predict the reaction product. The product is: [F:8][C:7]1[CH:6]=[CH:5][C:4]([C:9]2[O:13][N:12]=[C:11]([C:14]([N:16]3[CH2:21][C@H:20]([CH2:22][CH:23]([CH3:25])[CH3:24])[NH:19][C:18](=[O:26])[C@@H:17]3[CH2:27][CH:28]([CH3:30])[CH3:29])=[O:15])[CH:10]=2)=[CH:3][CH:2]=1.